This data is from Catalyst prediction with 721,799 reactions and 888 catalyst types from USPTO. The task is: Predict which catalyst facilitates the given reaction. (1) Reactant: [O:1]=[C:2]([CH2:6][CH3:7])[C:3]([OH:5])=[O:4].O.[C:9]1(C)C=CC(S(O)(=O)=O)=C[CH:10]=1. Product: [CH2:9]([O:4][C:3](=[O:5])[C:2](=[O:1])[CH2:6][CH3:7])[CH3:10]. The catalyst class is: 8. (2) Reactant: FC(F)(F)C(O)=O.C([O:12][C:13](=[O:40])/[CH:14]=[CH:15]/[C:16]1[CH:21]=[CH:20][C:19]([C:22]([N:24]2[CH2:33][C:32]3[CH:31]=[N:30][N:29]([CH3:34])[C:28]=3[NH:27][C:26]3[CH:35]=[CH:36][CH:37]=[CH:38][C:25]2=3)=[O:23])=[CH:18][C:17]=1[CH3:39])(C)(C)C. Product: [CH3:39][C:17]1[CH:18]=[C:19]([C:22]([N:24]2[CH2:33][C:32]3[CH:31]=[N:30][N:29]([CH3:34])[C:28]=3[NH:27][C:26]3[CH:35]=[CH:36][CH:37]=[CH:38][C:25]2=3)=[O:23])[CH:20]=[CH:21][C:16]=1/[CH:15]=[CH:14]/[C:13]([OH:40])=[O:12]. The catalyst class is: 4.